The task is: Predict the product of the given reaction.. This data is from Forward reaction prediction with 1.9M reactions from USPTO patents (1976-2016). (1) Given the reactants Br[CH2:2][CH2:3][CH2:4][S:5](=[O:38])([C:32]1[CH:37]=[CH:36][CH:35]=[CH:34][CH:33]=1)=[N:6][C:7](=[O:31])[C:8]1[CH:13]=[C:12]([C:14]#[C:15][C:16]2[CH:21]=[CH:20][CH:19]=[C:18]([NH:22][C:23]([C:25]3[O:26][CH:27]=[CH:28][C:29]=3[CH3:30])=[O:24])[CH:17]=2)[CH:11]=[N:10][CH:9]=1.[CH3:39][NH:40][CH2:41][CH:42]([OH:45])[CH2:43][OH:44], predict the reaction product. The product is: [OH:45][CH:42]([CH2:43][OH:44])[CH2:41][N:40]([CH3:39])[CH2:2][CH2:3][CH2:4][S:5](=[O:38])([C:32]1[CH:37]=[CH:36][CH:35]=[CH:34][CH:33]=1)=[N:6][C:7](=[O:31])[C:8]1[CH:13]=[C:12]([C:14]#[C:15][C:16]2[CH:21]=[CH:20][CH:19]=[C:18]([NH:22][C:23]([C:25]3[O:26][CH:27]=[CH:28][C:29]=3[CH3:30])=[O:24])[CH:17]=2)[CH:11]=[N:10][CH:9]=1. (2) Given the reactants C1(O)C=CC=CC=1.[NH2:8][C@H:9]([C:11](OCC)=[O:12])[CH3:10].[NH2:16][C@H:17]([C:25]([OH:27])=[O:26])[CH2:18][C:19]1[CH:24]=[CH:23][CH:22]=[CH:21][CH:20]=1.C(N(CC(O)=O)CC(O)=O)CN(CC(O)=O)CC(O)=O.B([O-])([O-])[O-], predict the reaction product. The product is: [NH2:8][C@H:9]([C:11]([NH:16][C@H:17]([C:25]([OH:27])=[O:26])[CH2:18][C:19]1[CH:24]=[CH:23][CH:22]=[CH:21][CH:20]=1)=[O:12])[CH3:10].